From a dataset of Forward reaction prediction with 1.9M reactions from USPTO patents (1976-2016). Predict the product of the given reaction. (1) Given the reactants [C:1]([C:5]1[CH:6]=[C:7]([NH:28][C:29]([NH:31][C:32]2[CH:37]=[CH:36][C:35]([O:38][C:39]3[CH:44]=[CH:43][N:42]=[CH:41][CH:40]=3)=[CH:34][CH:33]=2)=[O:30])[N:8]([C:10]2[CH:15]=[CH:14][CH:13]=[C:12]([NH:16][CH2:17][CH2:18][CH2:19][O:20][Si](C(C)(C)C)(C)C)[CH:11]=2)[N:9]=1)([CH3:4])([CH3:3])[CH3:2].C(O)(C(F)(F)F)=O.C([O-])(O)=O.[Na+], predict the reaction product. The product is: [C:1]([C:5]1[CH:6]=[C:7]([NH:28][C:29]([NH:31][C:32]2[CH:33]=[CH:34][C:35]([O:38][C:39]3[CH:40]=[CH:41][N:42]=[CH:43][CH:44]=3)=[CH:36][CH:37]=2)=[O:30])[N:8]([C:10]2[CH:15]=[CH:14][CH:13]=[C:12]([NH:16][CH2:17][CH2:18][CH2:19][OH:20])[CH:11]=2)[N:9]=1)([CH3:4])([CH3:2])[CH3:3]. (2) Given the reactants [O:1]1[C:6]2[CH:7]=[CH:8][CH:9]=[C:10]([C:11]([OH:13])=O)[C:5]=2[O:4][CH2:3][CH2:2]1.[Si]([CH:18]=[N+:19]=[N-:20])(C)(C)C.CCCCCC.C(O)(=O)CC(CC(O)=O)(C(O)=O)O, predict the reaction product. The product is: [N+:19](=[CH:18][C:11]([C:10]1[C:5]2[O:4][CH2:3][CH2:2][O:1][C:6]=2[CH:7]=[CH:8][CH:9]=1)=[O:13])=[N-:20].